Dataset: Reaction yield outcomes from USPTO patents with 853,638 reactions. Task: Predict the reaction yield, written as a fraction of the theoretical maximum amount of product (1.0 means a 100% yield; for example, 0.34 means a 34% yield). (1) The reactants are ClC(Cl)(Cl)CC(=N)O[CH:6]([C:8]1[CH:9]=[N:10][C:11]([C:14]2[O:18][N:17]=[C:16]([C:19]3[N:24]=[C:23]([NH2:25])[N:22]=[C:21]([N:26]([CH3:33])[C:27]4[CH:32]=[CH:31][CH:30]=[CH:29][CH:28]=4)[N:20]=3)[N:15]=2)=[CH:12][CH:13]=1)[CH3:7].[F:37][C:38]([F:42])([F:41])[CH2:39][OH:40].C(Cl)Cl.C(=O)(O)[O-].[Na+]. The catalyst is ClCCCl. The product is [CH3:33][N:26]([C:27]1[CH:32]=[CH:31][CH:30]=[CH:29][CH:28]=1)[C:21]1[N:22]=[C:23]([NH2:25])[N:24]=[C:19]([C:16]2[N:15]=[C:14]([C:11]3[CH:12]=[CH:13][C:8]([CH:6]([O:40][CH2:39][C:38]([F:42])([F:41])[F:37])[CH3:7])=[CH:9][N:10]=3)[O:18][N:17]=2)[N:20]=1. The yield is 0.0500. (2) The reactants are OC(C(F)(F)F)=O.[NH2:8][CH2:9][C:10]1[NH:11][CH:12]=[CH:13][C:14]=1[C:15]([OH:17])=O.C(Cl)Cl.CCN(C(C)C)C(C)C.F[P-](F)(F)(F)(F)F.N1(O[P+](N2CCCC2)(N2CCCC2)N2CCCC2)C2C=CC=CC=2N=N1. The catalyst is CCOC(C)=O. The product is [NH:11]1[CH:12]=[CH:13][C:14]2[C:15](=[O:17])[NH:8][CH2:9][C:10]1=2. The yield is 0.310. (3) The product is [C:10]([O:9][C:7]([NH:6][C@@H:5]([CH2:4][CH2:3][C:2](=[O:1])[CH3:19])[C:14]([O:16][CH2:17][CH3:18])=[O:15])=[O:8])([CH3:13])([CH3:12])[CH3:11]. The yield is 0.640. The catalyst is C1COCC1. The reactants are [O:1]=[C:2]1[N:6]([C:7]([O:9][C:10]([CH3:13])([CH3:12])[CH3:11])=[O:8])[C@H:5]([C:14]([O:16][CH2:17][CH3:18])=[O:15])[CH2:4][CH2:3]1.[CH3:19][Mg]Br. (4) The catalyst is CC(O)C. The reactants are [C:1]([O:4][CH2:5][CH2:6][C:7]1[C:8](Br)=[N:9][C:10]([Br:13])=[N:11][CH:12]=1)(=[O:3])[CH3:2].[CH:15]1([C:18]2[NH:22][N:21]=[C:20]([NH2:23])[CH:19]=2)[CH2:17][CH2:16]1.CCN(C(C)C)C(C)C. The product is [C:1]([O:4][CH2:5][CH2:6][C:7]1[C:8]([NH:23][C:20]2[CH:19]=[C:18]([CH:15]3[CH2:17][CH2:16]3)[NH:22][N:21]=2)=[N:9][C:10]([Br:13])=[N:11][CH:12]=1)(=[O:3])[CH3:2]. The yield is 0.530. (5) The reactants are CC1(C)C(C)(C)OB([C:9]2[CH:14]=[CH:13][C:12]([O:15][C:16]3[CH:21]=[CH:20][C:19]([O:22][C:23]([F:26])([F:25])[F:24])=[CH:18][CH:17]=3)=[CH:11][CH:10]=2)O1.[NH2:28][C:29](=[O:43])[C@@H:30]([NH:32][C:33]1[N:38]=[C:37](Cl)[N:36]=[C:35]([C:40]([NH2:42])=[O:41])[CH:34]=1)[CH3:31].C([O-])([O-])=O.[Na+].[Na+]. The catalyst is Cl[Pd](Cl)([P](C1C=CC=CC=1)(C1C=CC=CC=1)C1C=CC=CC=1)[P](C1C=CC=CC=1)(C1C=CC=CC=1)C1C=CC=CC=1.O1CCOCC1. The product is [NH2:28][C:29](=[O:43])[C@@H:30]([NH:32][C:33]1[N:38]=[C:37]([C:9]2[CH:10]=[CH:11][C:12]([O:15][C:16]3[CH:17]=[CH:18][C:19]([O:22][C:23]([F:24])([F:25])[F:26])=[CH:20][CH:21]=3)=[CH:13][CH:14]=2)[N:36]=[C:35]([C:40]([NH2:42])=[O:41])[CH:34]=1)[CH3:31]. The yield is 0.310. (6) The reactants are C([O:8][C:9]1[CH:10]=[CH:11][C:12]([CH2:21][CH2:22][NH:23][C:24](=[O:26])[CH3:25])=[C:13]([C:15]2[CH:20]=[CH:19][CH:18]=[CH:17][CH:16]=2)[CH:14]=1)C1C=CC=CC=1. The catalyst is [Pd].CO.C(Cl)Cl. The product is [OH:8][C:9]1[CH:10]=[CH:11][C:12]([CH2:21][CH2:22][NH:23][C:24](=[O:26])[CH3:25])=[C:13]([C:15]2[CH:20]=[CH:19][CH:18]=[CH:17][CH:16]=2)[CH:14]=1. The yield is 0.790. (7) The reactants are [Cl:1][C:2]1[C:3]2[N:4]([CH:12]=[C:13]([C:15]([O:17]CC)=O)[N:14]=2)[CH:5]=[C:6]([C:8]([F:11])([F:10])[F:9])[CH:7]=1.ClC1C2[N:23](C=C(C(O)=O)N=2)C=C(C(F)(F)F)C=1.[NH4+].[OH-]. The catalyst is O1CCOCC1. The product is [Cl:1][C:2]1[C:3]2[N:4]([CH:12]=[C:13]([C:15]([NH2:23])=[O:17])[N:14]=2)[CH:5]=[C:6]([C:8]([F:9])([F:10])[F:11])[CH:7]=1. The yield is 0.889.